Dataset: Full USPTO retrosynthesis dataset with 1.9M reactions from patents (1976-2016). Task: Predict the reactants needed to synthesize the given product. Given the product [CH3:1][C:2]1[CH:3]([C@@H:8]2[CH2:13][CH2:12][CH2:11][C@H:10]([C:15]3[C:20]([CH3:36])=[CH:19][CH:18]=[CH:17][N:16]=3)[N:9]2[CH2:21][C:22]2[CH:29]=[CH:28][C:25]3[C:26]([NH2:27])=[N:31][O:30][C:24]=3[CH:23]=2)[NH:4][CH:5]=[CH:6][CH:7]=1, predict the reactants needed to synthesize it. The reactants are: [CH3:1][C:2]1[C:3]([C@H:8]2[CH:13](C)[CH2:12][CH2:11][C@@H:10]([C:15]3[CH:20]=[CH:19][CH:18]=[CH:17][N:16]=3)[N:9]2[CH2:21][C:22]2[CH:29]=[CH:28][C:25]([C:26]#[N:27])=[C:24]([O:30][N:31]=C(C)C)[CH:23]=2)=[N:4][CH:5]=[CH:6][CH:7]=1.Cl.[CH3:36]CO.